Dataset: Kir2.1 potassium channel HTS with 301,493 compounds. Task: Binary Classification. Given a drug SMILES string, predict its activity (active/inactive) in a high-throughput screening assay against a specified biological target. (1) The drug is FC(F)(F)c1cc(C(=O)NCCNc2nc(ccn2)C(F)(F)F)ccc1. The result is 0 (inactive). (2) The drug is S(=O)(=O)(N1CCOCC1)c1cc2c(N(C(=O)C2)CC)cc1. The result is 0 (inactive). (3) The compound is S1\C(C(=O)N(CCCC(=O)Nc2ccc(cc2)C(O)=O)C1=S)=C/C(=C\c1ccccc1)C. The result is 0 (inactive). (4) The compound is Clc1c(NCCn2c3ncccc3nc(NN)c2=O)ncc(c1)C(F)(F)F. The result is 0 (inactive). (5) The compound is O=C(C(C)(C)C)/C=C\Nc1ccc(Oc2cc(OC)ccc2)cc1. The result is 0 (inactive). (6) The drug is S1C(N(CCc2ccccc2)C(=O)C1C)c1cc(OC)c(OC)c(OC)c1. The result is 0 (inactive).